From a dataset of Catalyst prediction with 721,799 reactions and 888 catalyst types from USPTO. Predict which catalyst facilitates the given reaction. (1) Reactant: [O:1]=[C:2]([C@H:4]([CH2:6][C:7]1[CH:14]=[C:12]([OH:13])[C:10]([OH:11])=[CH:9][CH:8]=1)[NH2:5])[OH:3].CC(C)=O.[OH-].[Na+].[CH3:21][C:22]([O:25][C:26](O[C:26]([O:25][C:22]([CH3:24])([CH3:23])[CH3:21])=[O:27])=[O:27])([CH3:24])[CH3:23]. Product: [C:26]([NH:5][C@@H:4]([CH2:6][C:7]1[CH:14]=[C:12]([OH:13])[C:10]([OH:11])=[CH:9][CH:8]=1)[C:2]([OH:3])=[O:1])([O:25][C:22]([CH3:24])([CH3:23])[CH3:21])=[O:27]. The catalyst class is: 6. (2) Reactant: [NH:1]1[C:9]2[C:4](=[CH:5][C:6](N)=[CH:7][CH:8]=2)[CH:3]=[N:2]1.Cl.N([O-])=O.[Na+].C([O-])([O-])=O.[Na+].[Na+].[C-]#N.[Na+].[C:25]([Cu])#[N:26]. Product: [NH:1]1[C:9]2[C:4](=[CH:5][C:6]([C:25]#[N:26])=[CH:7][CH:8]=2)[CH:3]=[N:2]1. The catalyst class is: 238. (3) Reactant: [F:1][C:2]([C:15]([F:18])([F:17])[F:16])([C:11]([F:14])([F:13])[F:12])[CH2:3][CH2:4][S:5]([CH2:8][CH2:9][OH:10])(=[O:7])=[O:6].C(N(CC)CC)C.[C:26](Cl)(=[O:29])[CH:27]=[CH2:28]. Product: [C:26]([O:10][CH2:9][CH2:8][S:5]([CH2:4][CH2:3][C:2]([F:1])([C:15]([F:16])([F:17])[F:18])[C:11]([F:14])([F:12])[F:13])(=[O:7])=[O:6])(=[O:29])[CH:27]=[CH2:28]. The catalyst class is: 2. (4) Reactant: [OH:1][C:2]1[CH:3]=[C:4]2[C:9](=[CH:10][CH:11]=1)[O:8][C:7](=[O:12])[CH:6]=[C:5]2[CH3:13].N1C=CC=CC=1.[O:20](S(C(F)(F)F)(=O)=O)[S:21]([C:24]([F:27])([F:26])[F:25])(=O)=[O:22].C(OCC)(=O)C. Product: [CH3:13][C:5]1[C:4]2[C:9](=[CH:10][CH:11]=[C:2]([O:1][S:21]([C:24]([F:27])([F:26])[F:25])(=[O:22])=[O:20])[CH:3]=2)[O:8][C:7](=[O:12])[CH:6]=1. The catalyst class is: 2. (5) Reactant: [NH2:1][C:2]1[CH:3]=[C:4]([C:8]2[N:16]([CH2:17][C:18]3[C:23]([F:24])=[CH:22][CH:21]=[CH:20][C:19]=3[Cl:25])[C:15]3[C:14](=[O:26])[N:13]([CH3:27])[C:12](=[O:28])[N:11]([CH3:29])[C:10]=3[N:9]=2)[CH:5]=[CH:6][CH:7]=1.[F:30][C:31]([F:42])([F:41])[C:32](O[C:32](=[O:33])[C:31]([F:42])([F:41])[F:30])=[O:33]. Product: [Cl:25][C:19]1[CH:20]=[CH:21][CH:22]=[C:23]([F:24])[C:18]=1[CH2:17][N:16]1[C:15]2[C:14](=[O:26])[N:13]([CH3:27])[C:12](=[O:28])[N:11]([CH3:29])[C:10]=2[N:9]=[C:8]1[C:4]1[CH:3]=[C:2]([NH:1][C:32](=[O:33])[C:31]([F:42])([F:41])[F:30])[CH:7]=[CH:6][CH:5]=1. The catalyst class is: 2. (6) Reactant: [CH3:1][S:2](Cl)(=[O:4])=[O:3].[CH2:6]([O:13][CH2:14][CH2:15][O:16][CH2:17][CH2:18][OH:19])[C:7]1[CH:12]=[CH:11][CH:10]=[CH:9][CH:8]=1.CCN(CC)CC. Product: [CH3:1][S:2]([O:19][CH2:18][CH2:17][O:16][CH2:15][CH2:14][O:13][CH2:6][C:7]1[CH:12]=[CH:11][CH:10]=[CH:9][CH:8]=1)(=[O:4])=[O:3]. The catalyst class is: 2. (7) Product: [CH3:1][O:2][C:3]1[CH:8]=[CH:7][CH:6]=[CH:5][C:4]=1[N:9]1[CH2:10][CH2:11][N:12]([CH2:15][CH2:16][CH2:17][OH:18])[CH2:13][CH2:14]1. Reactant: [CH3:1][O:2][C:3]1[CH:8]=[CH:7][CH:6]=[CH:5][C:4]=1[N:9]1[CH2:14][CH2:13][N:12]([CH2:15][CH2:16][C:17](OCC)=[O:18])[CH2:11][CH2:10]1.[BH4-].[Na+]. The catalyst class is: 8. (8) Reactant: [CH3:1][CH:2]1[CH2:7][CH2:6][CH2:5][CH2:4][N:3]1[C:8]1[CH:16]=[CH:15][C:11]([C:12]([OH:14])=[O:13])=[CH:10][C:9]=1[N+:17]([O-])=O.[H][H]. Product: [NH2:17][C:9]1[CH:10]=[C:11]([CH:15]=[CH:16][C:8]=1[N:3]1[CH2:4][CH2:5][CH2:6][CH2:7][CH:2]1[CH3:1])[C:12]([OH:14])=[O:13]. The catalyst class is: 45. (9) Reactant: [CH3:1][C:2]1[N:6]([CH2:7][C:8]([OH:10])=O)[N:5]=[C:4]([C:11]([F:14])([F:13])[F:12])[CH:3]=1.C(N(C(C)C)CC)(C)C.F[B-](F)(F)F.N1(OC(N(C)C)=[N+](C)C)C2C=CC=CC=2N=N1.Cl.[CH2:47]([O:49][C:50]([C:52]1[N:53]=[C:54]([CH:57]2[CH2:62][CH2:61][NH:60][CH2:59][CH2:58]2)[S:55][CH:56]=1)=[O:51])[CH3:48]. Product: [CH2:47]([O:49][C:50]([C:52]1[N:53]=[C:54]([CH:57]2[CH2:62][CH2:61][N:60]([C:8](=[O:10])[CH2:7][N:6]3[C:2]([CH3:1])=[CH:3][C:4]([C:11]([F:14])([F:13])[F:12])=[N:5]3)[CH2:59][CH2:58]2)[S:55][CH:56]=1)=[O:51])[CH3:48]. The catalyst class is: 3. (10) Reactant: [CH3:1][O:2][C:3]([C:5]1[CH:14]=[C:13]([OH:15])[C:12]2[C:7](=[C:8]([O:17][CH3:18])[CH:9]=[C:10](N)[CH:11]=2)[N:6]=1)=[O:4].S(=O)(=O)(O)O.N([O-])=O.[Na+].[I-:28].[K+]. Product: [CH3:1][O:2][C:3]([C:5]1[CH:14]=[C:13]([OH:15])[C:12]2[C:7](=[C:8]([O:17][CH3:18])[CH:9]=[C:10]([I:28])[CH:11]=2)[N:6]=1)=[O:4]. The catalyst class is: 6.